From a dataset of Peptide-MHC class II binding affinity with 134,281 pairs from IEDB. Regression. Given a peptide amino acid sequence and an MHC pseudo amino acid sequence, predict their binding affinity value. This is MHC class II binding data. The peptide sequence is VLGLPAIKAWVAKRP. The MHC is DRB1_1501 with pseudo-sequence DRB1_1501. The binding affinity (normalized) is 0.627.